Predict the reaction yield, written as a fraction of the theoretical maximum amount of product (1.0 means a 100% yield; for example, 0.34 means a 34% yield). From a dataset of Reaction yield outcomes from USPTO patents with 853,638 reactions. (1) The reactants are [Cl:1][CH2:2][C:3](Cl)=[O:4].Cl.[CH2:7]1[O:18][C:17]2[CH:16]=[CH:15][C:11]([CH2:12][CH2:13][NH2:14])=[CH:10][C:9]=2[O:8]1. The catalyst is ClCCCl. The product is [O:18]1[C:17]2[CH:16]=[CH:15][C:11]([CH2:12][CH2:13][NH:14][C:3](=[O:4])[CH2:2][Cl:1])=[CH:10][C:9]=2[O:8][CH2:7]1. The yield is 0.270. (2) The yield is 0.460. The reactants are Cl[C:2]1[N:7]=[N:6][C:5]([NH2:8])=[CH:4][CH:3]=1.Cl.[F:10][C:11]1[CH:16]=[CH:15][C:14]([C:17]([CH:19]2[CH2:24][CH2:23][NH:22][CH2:21][CH2:20]2)=[O:18])=[CH:13][CH:12]=1. The catalyst is CN1CCCC1=O. The product is [NH2:8][C:5]1[N:6]=[N:7][C:2]([N:22]2[CH2:23][CH2:24][CH:19]([C:17]([C:14]3[CH:15]=[CH:16][C:11]([F:10])=[CH:12][CH:13]=3)=[O:18])[CH2:20][CH2:21]2)=[CH:3][CH:4]=1. (3) The reactants are Cl[C:2]1[N:7]=[C:6]([S:8][CH2:9][CH3:10])[C:5]([C:11]([NH:13][CH2:14][C:15]2[CH:20]=[CH:19][CH:18]=[C:17]([F:21])[CH:16]=2)=[O:12])=[C:4]([CH3:22])[CH:3]=1.[Na+].[I-].ClC([SiH3])(Cl)Cl.C([O-])([O-])=O.[Cs+].[Cs+].N1C=CC=CC=1C(O)=O.[NH:45]1[CH2:50][CH2:49][O:48][CH2:47][C:46]1=[O:51]. The catalyst is C(#N)CC.[Cu]I. The product is [CH2:9]([S:8][C:6]1[C:5]([C:11]([NH:13][CH2:14][C:15]2[CH:20]=[CH:19][CH:18]=[C:17]([F:21])[CH:16]=2)=[O:12])=[C:4]([CH3:22])[CH:3]=[C:2]([N:45]2[CH2:50][CH2:49][O:48][CH2:47][C:46]2=[O:51])[N:7]=1)[CH3:10]. The yield is 0.0500. (4) The product is [C:2]([NH:4][C@H:5]1[C@H:10]([C@@H:11]([C@@H:12]([CH2:13][O:14][C:15](=[O:16])[CH3:17])[O:18][C:19](=[O:20])[CH3:21])[O:22][C:23](=[O:24])[CH3:25])[O:9][C:8]([C:26]([O:28][CH3:29])=[O:27])=[C:7]([CH2:30][CH2:31][CH2:32][O:56][C:57](=[O:49])[CH3:53])[C@@H:6]1[O:33][C:34](=[O:35])[CH3:36])(=[O:3])[CH3:1]. The catalyst is C(OCC)(=O)C. The yield is 0.0900. The reactants are [CH3:1][C:2]([NH:4][C@H:5]1[C@H:10]([C@H:11]([O:22][C:23]([CH3:25])=[O:24])[C@H:12]([O:18][C:19]([CH3:21])=[O:20])[CH2:13][O:14][C:15]([CH3:17])=[O:16])[O:9][C:8]([C:26]([O:28][CH3:29])=[O:27])=[C:7]([CH2:30][CH:31]=[CH2:32])[C@@H:6]1[O:33][C:34]([CH3:36])=[O:35])=[O:3].B1C2CCCC1CCC2.B(O)O.[OH:49]O.[OH-].[Na+].[CH2:53]1[CH2:57][O:56]CC1.